From a dataset of Catalyst prediction with 721,799 reactions and 888 catalyst types from USPTO. Predict which catalyst facilitates the given reaction. (1) Reactant: [CH3:1][O:2][C:3]1[CH:8]=[C:7]([O:9][CH3:10])[CH:6]=[C:5]([NH2:11])[C:4]=1[C:12](=[O:22])[CH:13]=[CH:14][C:15]1[CH:20]=[CH:19][C:18]([OH:21])=[CH:17][CH:16]=1.CO.[BH4-].[Na+].[H][H]. The catalyst class is: 386. Product: [CH3:1][O:2][C:3]1[CH:8]=[C:7]([O:9][CH3:10])[CH:6]=[C:5]([NH2:11])[C:4]=1[C:12](=[O:22])[CH2:13][CH2:14][C:15]1[CH:16]=[CH:17][C:18]([OH:21])=[CH:19][CH:20]=1. (2) Reactant: [CH2:1]([C:4]1[C:12]2[N:11]=[C:10]([CH2:13][O:14][C:15]3[CH:20]=[CH:19][C:18]([Cl:21])=[CH:17][CH:16]=3)[N:9]([CH2:22][CH2:23][CH2:24][CH:25]3[CH2:30][CH2:29][NH:28][CH2:27][CH2:26]3)[C:8]=2[CH:7]=[CH:6][CH:5]=1)[CH:2]=C.C(=O)([O-])[O-].[K+].[K+].[C:37]1([CH2:43][CH2:44][CH2:45]Cl)[CH:42]=[CH:41][CH:40]=[CH:39][CH:38]=1. Product: [CH:1]([C:4]1[C:12]2[N:11]=[C:10]([CH2:13][O:14][C:15]3[CH:20]=[CH:19][C:18]([Cl:21])=[CH:17][CH:16]=3)[N:9]([CH2:22][CH2:23][CH2:24][CH:25]3[CH2:26][CH2:27][N:28]([CH2:45][CH2:44][CH2:43][C:37]4[CH:42]=[CH:41][CH:40]=[CH:39][CH:38]=4)[CH2:29][CH2:30]3)[C:8]=2[CH:7]=[CH:6][CH:5]=1)=[CH2:2]. The catalyst class is: 9. (3) Reactant: Cl.[N+](C1C=CC([O:11][C:12](=O)[NH:13][C:14]2[CH:19]=[CH:18][CH:17]=[C:16]([CH:20]3[C:29]4[C:24](=[C:25]([Cl:31])[CH:26]=[C:27]([Cl:30])[CH:28]=4)[CH2:23][N:22]([CH3:32])[CH2:21]3)[CH:15]=2)=CC=1)([O-])=O.[NH2:34][CH2:35][CH2:36][OH:37]. Product: [Cl:30][C:27]1[CH:28]=[C:29]2[C:24](=[C:25]([Cl:31])[CH:26]=1)[CH2:23][N:22]([CH3:32])[CH2:21][CH:20]2[C:16]1[CH:15]=[C:14]([NH:13][C:12]([NH:34][CH2:35][CH2:36][OH:37])=[O:11])[CH:19]=[CH:18][CH:17]=1. The catalyst class is: 3.